From a dataset of Catalyst prediction with 721,799 reactions and 888 catalyst types from USPTO. Predict which catalyst facilitates the given reaction. (1) Reactant: [CH2:1]([O:8][N:9]1[C:15](=[O:16])[N:14]2[CH2:17][C@H:10]1[CH2:11][CH2:12][C@H:13]2[C:18]([OH:20])=O)[C:2]1[CH:7]=[CH:6][CH:5]=[CH:4][CH:3]=1.[NH2:21][O:22][CH2:23][C:24]([O:26][C:27]([CH3:30])([CH3:29])[CH3:28])=[O:25].ON1C2C=CC=CC=2N=N1.Cl.C(N=C=NCCCN(C)C)C. Product: [CH2:1]([O:8][N:9]1[C:15](=[O:16])[N:14]2[CH2:17][C@H:10]1[CH2:11][CH2:12][C@H:13]2[C:18]([NH:21][O:22][CH2:23][C:24]([O:26][C:27]([CH3:30])([CH3:29])[CH3:28])=[O:25])=[O:20])[C:2]1[CH:3]=[CH:4][CH:5]=[CH:6][CH:7]=1. The catalyst class is: 2. (2) Reactant: [F:1][C:2]1[N:7]=[CH:6][C:5]([CH:8]2[O:12][C:11](=[O:13])[NH:10][CH:9]2[CH2:14][C:15]2[CH:20]=[CH:19][CH:18]=[C:17]([O:21][C:22]([F:27])([F:26])[CH:23]([F:25])[F:24])[CH:16]=2)=[CH:4][CH:3]=1.[C:28](O[C:28]([O:30][C:31]([CH3:34])([CH3:33])[CH3:32])=[O:29])([O:30][C:31]([CH3:34])([CH3:33])[CH3:32])=[O:29].CN(C1C=CC=CN=1)C.O. Product: [F:1][C:2]1[N:7]=[CH:6][C:5]([CH:8]2[O:12][C:11](=[O:13])[N:10]([C:28]([O:30][C:31]([CH3:34])([CH3:33])[CH3:32])=[O:29])[CH:9]2[CH2:14][C:15]2[CH:20]=[CH:19][CH:18]=[C:17]([O:21][C:22]([F:26])([F:27])[CH:23]([F:24])[F:25])[CH:16]=2)=[CH:4][CH:3]=1. The catalyst class is: 10.